Predict the reaction yield, written as a fraction of the theoretical maximum amount of product (1.0 means a 100% yield; for example, 0.34 means a 34% yield). From a dataset of Reaction yield outcomes from USPTO patents with 853,638 reactions. (1) The reactants are Cl[C:2]1[CH:7]=[CH:6][C:5]([CH:8]=[O:9])=[CH:4][N:3]=1.[CH3:10][CH:11]1[O:16][CH2:15][CH2:14][NH:13][CH2:12]1. The catalyst is CN(C=O)C. The product is [CH3:10][CH:11]1[O:16][CH2:15][CH2:14][N:13]([C:2]2[N:3]=[CH:4][C:5]([CH:8]=[O:9])=[CH:6][CH:7]=2)[CH2:12]1. The yield is 1.00. (2) The reactants are [NH:1]1[C:11]2[C:6](=[CH:7][CH:8]=[CH:9][CH:10]=2)[C:4](=O)[C:2]1=[O:3].[OH-:12].[Na+].O=[C:15]([C:22]1[CH:27]=[CH:26][CH:25]=[CH:24][CH:23]=1)[CH2:16][NH:17][S:18]([CH3:21])(=[O:20])=[O:19]. The catalyst is O.C(O)C.C1COCC1.O. The product is [CH3:21][S:18]([NH:17][C:16]1[C:15]([C:22]2[CH:27]=[CH:26][CH:25]=[CH:24][CH:23]=2)=[N:1][C:11]2[C:6]([C:4]=1[C:2]([OH:12])=[O:3])=[CH:7][CH:8]=[CH:9][CH:10]=2)(=[O:20])=[O:19]. The yield is 0.703.